This data is from NCI-60 drug combinations with 297,098 pairs across 59 cell lines. The task is: Regression. Given two drug SMILES strings and cell line genomic features, predict the synergy score measuring deviation from expected non-interaction effect. (1) Drug 1: CCC1=CC2CC(C3=C(CN(C2)C1)C4=CC=CC=C4N3)(C5=C(C=C6C(=C5)C78CCN9C7C(C=CC9)(C(C(C8N6C)(C(=O)OC)O)OC(=O)C)CC)OC)C(=O)OC.C(C(C(=O)O)O)(C(=O)O)O. Drug 2: CC1C(C(CC(O1)OC2CC(CC3=C2C(=C4C(=C3O)C(=O)C5=C(C4=O)C(=CC=C5)OC)O)(C(=O)C)O)N)O.Cl. Cell line: UACC-257. Synergy scores: CSS=34.2, Synergy_ZIP=13.1, Synergy_Bliss=14.7, Synergy_Loewe=11.7, Synergy_HSA=13.5. (2) Drug 1: CC1CCC2CC(C(=CC=CC=CC(CC(C(=O)C(C(C(=CC(C(=O)CC(OC(=O)C3CCCCN3C(=O)C(=O)C1(O2)O)C(C)CC4CCC(C(C4)OC)O)C)C)O)OC)C)C)C)OC. Drug 2: C1=CC=C(C=C1)NC(=O)CCCCCCC(=O)NO. Cell line: NCI-H322M. Synergy scores: CSS=-0.370, Synergy_ZIP=-1.42, Synergy_Bliss=-2.09, Synergy_Loewe=-2.66, Synergy_HSA=-1.91. (3) Drug 1: CC1CCC2CC(C(=CC=CC=CC(CC(C(=O)C(C(C(=CC(C(=O)CC(OC(=O)C3CCCCN3C(=O)C(=O)C1(O2)O)C(C)CC4CCC(C(C4)OC)OCCO)C)C)O)OC)C)C)C)OC. Drug 2: C1CN1C2=NC(=NC(=N2)N3CC3)N4CC4. Cell line: OVCAR-5. Synergy scores: CSS=45.4, Synergy_ZIP=-5.08, Synergy_Bliss=0.0817, Synergy_Loewe=2.67, Synergy_HSA=3.76. (4) Drug 1: CC1C(C(CC(O1)OC2CC(OC(C2O)C)OC3=CC4=CC5=C(C(=O)C(C(C5)C(C(=O)C(C(C)O)O)OC)OC6CC(C(C(O6)C)O)OC7CC(C(C(O7)C)O)OC8CC(C(C(O8)C)O)(C)O)C(=C4C(=C3C)O)O)O)O. Drug 2: C(CN)CNCCSP(=O)(O)O. Cell line: HCT116. Synergy scores: CSS=45.8, Synergy_ZIP=1.87, Synergy_Bliss=4.11, Synergy_Loewe=-54.4, Synergy_HSA=2.72. (5) Cell line: 786-0. Synergy scores: CSS=3.52, Synergy_ZIP=0.0642, Synergy_Bliss=2.71, Synergy_Loewe=-1.19, Synergy_HSA=0.680. Drug 2: C1CNP(=O)(OC1)N(CCCl)CCCl. Drug 1: CC(C)NC(=O)C1=CC=C(C=C1)CNNC.Cl. (6) Drug 1: CC1=C(C=C(C=C1)NC2=NC=CC(=N2)N(C)C3=CC4=NN(C(=C4C=C3)C)C)S(=O)(=O)N.Cl. Drug 2: CC12CCC3C(C1CCC2=O)CC(=C)C4=CC(=O)C=CC34C. Cell line: RPMI-8226. Synergy scores: CSS=36.9, Synergy_ZIP=1.51, Synergy_Bliss=0.651, Synergy_Loewe=-24.1, Synergy_HSA=-4.31. (7) Drug 1: CNC(=O)C1=CC=CC=C1SC2=CC3=C(C=C2)C(=NN3)C=CC4=CC=CC=N4. Drug 2: C(CCl)NC(=O)N(CCCl)N=O. Cell line: SK-MEL-2. Synergy scores: CSS=-1.44, Synergy_ZIP=1.17, Synergy_Bliss=1.86, Synergy_Loewe=0.656, Synergy_HSA=0.672.